The task is: Predict the product of the given reaction.. This data is from Forward reaction prediction with 1.9M reactions from USPTO patents (1976-2016). (1) Given the reactants CS(Cl)(=O)=O.[O:6]1[CH2:10][CH2:9][C@@H:8](O)[CH2:7]1.CCN(CC)CC.[Cl:19][C:20]1[CH:21]=[N:22][CH:23]=[C:24]([F:32])[C:25]=1[N:26]1[CH2:31][CH2:30][NH:29][CH2:28][CH2:27]1, predict the reaction product. The product is: [Cl:19][C:20]1[CH:21]=[N:22][CH:23]=[C:24]([F:32])[C:25]=1[N:26]1[CH2:31][CH2:30][N:29]([C@H:8]2[CH2:9][CH2:10][O:6][CH2:7]2)[CH2:28][CH2:27]1. (2) The product is: [CH3:1][C:2]1[N:3]=[CH:4][N:5]([CH2:7][CH:8]([C:28]2[S:29][CH:30]=[CH:31][N:32]=2)[O:9][C:10]2[CH:11]=[CH:12][C:13]([CH2:19][CH2:20][C:21]3[CH:26]=[CH:25][C:24]([F:27])=[CH:23][CH:22]=3)=[C:14]([CH:18]=2)[C:15]([NH:38][C@@H:37]([CH2:39][CH2:40][S:41][CH3:42])[C:36]([O:35][CH3:34])=[O:43])=[O:16])[CH:6]=1. Given the reactants [CH3:1][C:2]1[N:3]=[CH:4][N:5]([CH2:7][CH:8]([C:28]2[S:29][CH:30]=[CH:31][N:32]=2)[O:9][C:10]2[CH:11]=[CH:12][C:13]([CH2:19][CH2:20][C:21]3[CH:26]=[CH:25][C:24]([F:27])=[CH:23][CH:22]=3)=[C:14]([CH:18]=2)[C:15](O)=[O:16])[CH:6]=1.Cl.[CH3:34][O:35][C:36](=[O:43])[C@H:37]([CH2:39][CH2:40][S:41][CH3:42])[NH2:38].C(Cl)CCl, predict the reaction product. (3) Given the reactants [CH2:1]([O:8][C:9]([NH:11][C@H:12]([C:16]([OH:18])=O)[CH:13]([CH3:15])[CH3:14])=[O:10])[C:2]1[CH:7]=[CH:6][CH:5]=[CH:4][CH:3]=1.Cl.[CH3:20][O:21][C@@H:22]([C@@H:31]([NH:36][CH3:37])[C@@H:32]([CH3:35])[CH2:33][CH3:34])[CH2:23][C:24]([O:26][C:27]([CH3:30])([CH3:29])[CH3:28])=[O:25].Cl.CN(C)CCCN=C=NCC.O.ON1C2C=CC=CC=2N=N1.C(N(CC)C(C)C)(C)C.[Cl-].[NH4+], predict the reaction product. The product is: [CH2:1]([O:8][C:9]([NH:11][C@H:12]([C:16]([N:36]([CH3:37])[C@@H:31]([C@@H:32]([CH3:35])[CH2:33][CH3:34])[C@H:22]([O:21][CH3:20])[CH2:23][C:24]([O:26][C:27]([CH3:30])([CH3:29])[CH3:28])=[O:25])=[O:18])[CH:13]([CH3:14])[CH3:15])=[O:10])[C:2]1[CH:3]=[CH:4][CH:5]=[CH:6][CH:7]=1. (4) Given the reactants Br[C:2]1[C:3]2[N:4]([N:30]=[CH:31][N:32]=2)[CH:5]=[C:6]([C:8]2[CH:9]=[C:10]([CH:27]=[CH:28][CH:29]=2)[C:11]([NH:13][C:14]2[CH:26]=[CH:25][C:17]([C:18]([O:20][C:21]([CH3:24])([CH3:23])[CH3:22])=[O:19])=[CH:16][CH:15]=2)=[O:12])[CH:7]=1.[CH3:33][O:34][C:35]1[CH:36]=[CH:37][C:38]([NH2:43])=[N:39][C:40]=1[O:41][CH3:42].C([O-])([O-])=O.[Cs+].[Cs+].CC(C1C=C(C(C)C)C(C2C=CC=CC=2P(C2CCCCC2)C2CCCCC2)=C(C(C)C)C=1)C, predict the reaction product. The product is: [CH3:33][O:34][C:35]1[CH:36]=[CH:37][C:38]([NH:43][C:2]2[C:3]3[N:4]([N:30]=[CH:31][N:32]=3)[CH:5]=[C:6]([C:8]3[CH:9]=[C:10]([CH:27]=[CH:28][CH:29]=3)[C:11]([NH:13][C:14]3[CH:26]=[CH:25][C:17]([C:18]([O:20][C:21]([CH3:24])([CH3:23])[CH3:22])=[O:19])=[CH:16][CH:15]=3)=[O:12])[CH:7]=2)=[N:39][C:40]=1[O:41][CH3:42]. (5) Given the reactants O.[NH2:2][NH2:3].[N:4]1[CH:9]=[CH:8][CH:7]=[CH:6][C:5]=1[C:10]1[CH:17]=[CH:16][C:13]([CH:14]=O)=[CH:12][CH:11]=1, predict the reaction product. The product is: [N:4]1[CH:9]=[CH:8][CH:7]=[CH:6][C:5]=1[C:10]1[CH:17]=[CH:16][C:13]([CH:14]=[N:2][NH2:3])=[CH:12][CH:11]=1. (6) Given the reactants [Br:1][C:2]1[C:3](=[O:15])[O:4][C:5]2[C:10]([C:11]=1[CH3:12])=[CH:9][C:8]([O:13]C)=[CH:7][CH:6]=2.B(Br)(Br)Br, predict the reaction product. The product is: [Br:1][C:2]1[C:3](=[O:15])[O:4][C:5]2[C:10]([C:11]=1[CH3:12])=[CH:9][C:8]([OH:13])=[CH:7][CH:6]=2.